Dataset: NCI-60 drug combinations with 297,098 pairs across 59 cell lines. Task: Regression. Given two drug SMILES strings and cell line genomic features, predict the synergy score measuring deviation from expected non-interaction effect. (1) Drug 1: COC1=NC(=NC2=C1N=CN2C3C(C(C(O3)CO)O)O)N. Drug 2: CCCCCOC(=O)NC1=NC(=O)N(C=C1F)C2C(C(C(O2)C)O)O. Cell line: LOX IMVI. Synergy scores: CSS=-6.65, Synergy_ZIP=5.56, Synergy_Bliss=4.10, Synergy_Loewe=-8.12, Synergy_HSA=-6.94. (2) Drug 1: CN1CCC(CC1)COC2=C(C=C3C(=C2)N=CN=C3NC4=C(C=C(C=C4)Br)F)OC. Drug 2: C1C(C(OC1N2C=C(C(=O)NC2=O)F)CO)O. Cell line: BT-549. Synergy scores: CSS=18.0, Synergy_ZIP=-0.389, Synergy_Bliss=2.41, Synergy_Loewe=-3.69, Synergy_HSA=0.806. (3) Drug 1: CC1OCC2C(O1)C(C(C(O2)OC3C4COC(=O)C4C(C5=CC6=C(C=C35)OCO6)C7=CC(=C(C(=C7)OC)O)OC)O)O. Drug 2: CC1=C(C(CCC1)(C)C)C=CC(=CC=CC(=CC(=O)O)C)C. Cell line: IGROV1. Synergy scores: CSS=35.3, Synergy_ZIP=0.0591, Synergy_Bliss=1.04, Synergy_Loewe=0.766, Synergy_HSA=3.69. (4) Drug 1: CC=C1C(=O)NC(C(=O)OC2CC(=O)NC(C(=O)NC(CSSCCC=C2)C(=O)N1)C(C)C)C(C)C. Drug 2: C1=CN(C=N1)CC(O)(P(=O)(O)O)P(=O)(O)O. Cell line: BT-549. Synergy scores: CSS=20.8, Synergy_ZIP=1.34, Synergy_Bliss=3.61, Synergy_Loewe=-41.3, Synergy_HSA=2.01. (5) Drug 1: C1=CC(=CC=C1CCC2=CNC3=C2C(=O)NC(=N3)N)C(=O)NC(CCC(=O)O)C(=O)O. Drug 2: CN1C2=C(C=C(C=C2)N(CCCl)CCCl)N=C1CCCC(=O)O.Cl. Cell line: SN12C. Synergy scores: CSS=17.9, Synergy_ZIP=-3.66, Synergy_Bliss=-1.59, Synergy_Loewe=-21.0, Synergy_HSA=-2.27. (6) Drug 1: CCCCC(=O)OCC(=O)C1(CC(C2=C(C1)C(=C3C(=C2O)C(=O)C4=C(C3=O)C=CC=C4OC)O)OC5CC(C(C(O5)C)O)NC(=O)C(F)(F)F)O. Drug 2: CC12CCC3C(C1CCC2OP(=O)(O)O)CCC4=C3C=CC(=C4)OC(=O)N(CCCl)CCCl.[Na+]. Cell line: A549. Synergy scores: CSS=29.3, Synergy_ZIP=-6.29, Synergy_Bliss=-10.1, Synergy_Loewe=-30.1, Synergy_HSA=-8.15. (7) Drug 1: COCCOC1=C(C=C2C(=C1)C(=NC=N2)NC3=CC=CC(=C3)C#C)OCCOC.Cl. Drug 2: N.N.Cl[Pt+2]Cl. Cell line: SN12C. Synergy scores: CSS=34.7, Synergy_ZIP=-10.9, Synergy_Bliss=-0.103, Synergy_Loewe=0.995, Synergy_HSA=2.74. (8) Drug 1: CC1=C2C(C(=O)C3(C(CC4C(C3C(C(C2(C)C)(CC1OC(=O)C(C(C5=CC=CC=C5)NC(=O)OC(C)(C)C)O)O)OC(=O)C6=CC=CC=C6)(CO4)OC(=O)C)OC)C)OC. Drug 2: C1CN(P(=O)(OC1)NCCCl)CCCl. Cell line: MOLT-4. Synergy scores: CSS=75.4, Synergy_ZIP=6.21, Synergy_Bliss=7.58, Synergy_Loewe=-24.0, Synergy_HSA=8.14.